This data is from Reaction yield outcomes from USPTO patents with 853,638 reactions. The task is: Predict the reaction yield, written as a fraction of the theoretical maximum amount of product (1.0 means a 100% yield; for example, 0.34 means a 34% yield). (1) The reactants are [Cl:1][C:2]1[C:3]([C:21]2[N:25]3[CH:26]=[CH:27][CH:28]=[CH:29][C:24]3=[N:23][CH:22]=2)=[N:4][C:5]([NH:8][C:9]2[CH:14]=[CH:13][C:12]([CH2:15][C:16]([OH:18])=O)=[CH:11][C:10]=2[O:19][CH3:20])=[N:6][CH:7]=1.[N:30]1(C(OC(C)(C)C)=O)[CH2:35][CH2:34][NH:33][CH2:32][CH2:31]1.CN(C(ON1N=NC2C=CC=NC1=2)=[N+](C)C)C.F[P-](F)(F)(F)(F)F.C(N(CC)C(C)C)(C)C. The catalyst is CN(C=O)C.CCOC(C)=O. The product is [Cl:1][C:2]1[C:3]([C:21]2[N:25]3[CH:26]=[CH:27][CH:28]=[CH:29][C:24]3=[N:23][CH:22]=2)=[N:4][C:5]([NH:8][C:9]2[CH:14]=[CH:13][C:12]([CH2:15][C:16]([N:30]3[CH2:35][CH2:34][NH:33][CH2:32][CH2:31]3)=[O:18])=[CH:11][C:10]=2[O:19][CH3:20])=[N:6][CH:7]=1. The yield is 0.410. (2) The reactants are Br[C:2]1[CH:11]=[CH:10][CH:9]=[C:8]2[C:3]=1[CH:4]=[CH:5][N:6]=[CH:7]2.[CH2:12]([Sn](CCCC)(CCCC)CCCC)[CH:13]=[CH2:14].[F-].[K+]. The catalyst is C1(C)C=CC=CC=1.C1(P(C2C=CC=CC=2)C2C=CC=CC=2)C=CC=CC=1.C1(P(C2C=CC=CC=2)C2C=CC=CC=2)C=CC=CC=1.Cl[Pd]Cl. The product is [CH2:14]([C:2]1[CH:11]=[CH:10][CH:9]=[C:8]2[C:3]=1[CH:4]=[CH:5][N:6]=[CH:7]2)[CH:13]=[CH2:12]. The yield is 0.920. (3) The reactants are [NH2:1][C:2]1[CH:10]=[C:9]2[C:5]([C:6](O)([C:12]([F:15])([F:14])[F:13])[C:7](=O)[NH:8]2)=[CH:4][CH:3]=1.B.C1COCC1. The catalyst is C1COCC1.CN(C=O)C. The product is [F:15][C:12]([F:13])([F:14])[C:6]1[C:5]2[C:9](=[CH:10][C:2]([NH2:1])=[CH:3][CH:4]=2)[NH:8][CH:7]=1. The yield is 0.540.